Task: Predict the reaction yield, written as a fraction of the theoretical maximum amount of product (1.0 means a 100% yield; for example, 0.34 means a 34% yield).. Dataset: Reaction yield outcomes from USPTO patents with 853,638 reactions (1) The catalyst is C(O)C. The yield is 0.169. The reactants are [CH3:1][O:2][C:3]1[CH:4]=[C:5]([CH2:9][C:10]([C:12]2[CH:13]=[N:14][CH:15]=[CH:16][CH:17]=2)=O)[CH:6]=[CH:7][CH:8]=1.[CH2:18]([O:20][C:21]1[C:22]([OH:32])=[C:23]([CH:27]=[C:28]([CH:30]=O)[CH:29]=1)[C:24]([OH:26])=[O:25])[CH3:19].[NH2:33][C:34]([NH2:36])=[O:35].Cl. The product is [CH2:18]([O:20][C:21]1[C:22]([OH:32])=[C:23]([CH:27]=[C:28]([CH:30]2[C:9]([C:5]3[CH:6]=[CH:7][CH:8]=[C:3]([O:2][CH3:1])[CH:4]=3)=[C:10]([C:12]3[CH:13]=[N:14][CH:15]=[CH:16][CH:17]=3)[NH:36][C:34](=[O:35])[NH:33]2)[CH:29]=1)[C:24]([OH:26])=[O:25])[CH3:19]. (2) The reactants are O1C=N[N:3]=[C:2]1[C:6]1[CH:14]=[CH:13][C:12]2[NH:11][C:10]3[CH:15]=[CH:16][CH:17]=[N:18][C:9]=3[C:8]=2[CH:7]=1.[H-].[Na+].Br[CH2:22][CH2:23][CH3:24]. The catalyst is CN(C)C=O. The product is [CH2:22]([N:11]1[C:12]2[CH:13]=[CH:14][C:6]([C:2]#[N:3])=[CH:7][C:8]=2[C:9]2[N:18]=[CH:17][CH:16]=[CH:15][C:10]1=2)[CH2:23][CH3:24]. The yield is 0.600. (3) The reactants are [O:1]([C:8]1[CH:15]=[CH:14][C:11]([CH:12]=[O:13])=[CH:10][CH:9]=1)[C:2]1[CH:7]=[CH:6][CH:5]=[CH:4][CH:3]=1.C[O-].[Na+:18].[N+:19]([CH3:22])([O-:21])=[O:20]. The catalyst is CO. The product is [N+:19]([CH2:22][CH:12]([C:11]1[CH:10]=[CH:9][C:8]([O:1][C:2]2[CH:3]=[CH:4][CH:5]=[CH:6][CH:7]=2)=[CH:15][CH:14]=1)[O-:13])([O-:21])=[O:20].[Na+:18]. The yield is 0.550. (4) The reactants are [CH3:1][O:2][C:3]1[CH:4]=[C:5]([N:11]=[C:12]=S)[CH:6]=[C:7]([O:9][CH3:10])[CH:8]=1.C(N=C=NC(C)C)(C)C.[NH2:23][C:24]1[CH:25]=[C:26]([CH:31]=[CH:32][C:33]=1[NH:34][CH2:35][CH2:36][CH2:37][N:38]([CH3:47])[CH2:39][CH2:40][C:41]1[CH:46]=[CH:45][CH:44]=[CH:43][N:42]=1)[C:27]([O:29][CH3:30])=[O:28]. The catalyst is O1CCCC1. The product is [CH3:30][O:29][C:27]([C:26]1[CH:31]=[CH:32][C:33]2[N:34]([CH2:35][CH2:36][CH2:37][N:38]([CH3:47])[CH2:39][CH2:40][C:41]3[CH:46]=[CH:45][CH:44]=[CH:43][N:42]=3)[C:12]([NH:11][C:5]3[CH:4]=[C:3]([O:2][CH3:1])[CH:8]=[C:7]([O:9][CH3:10])[CH:6]=3)=[N:23][C:24]=2[CH:25]=1)=[O:28]. The yield is 0.760.